This data is from Full USPTO retrosynthesis dataset with 1.9M reactions from patents (1976-2016). The task is: Predict the reactants needed to synthesize the given product. (1) Given the product [Br:1][C:2]1[CH:9]=[CH:8][C:5]([CH2:6][O:7][C:17]2[CH:22]=[CH:21][CH:20]=[CH:19][N:18]=2)=[CH:4][CH:3]=1, predict the reactants needed to synthesize it. The reactants are: [Br:1][C:2]1[CH:9]=[CH:8][C:5]([CH2:6][OH:7])=[CH:4][CH:3]=1.CC(C)([O-])C.[K+].F[C:17]1[CH:22]=[CH:21][CH:20]=[CH:19][N:18]=1. (2) Given the product [C:42]1([S:39]([NH:38][C:34]2[CH:33]=[C:32]([C:2]3[CH:11]=[C:10]4[C:5]([N:6]=[CH:7][C:8]([NH:12][C:13]5[CH:14]=[C:15]([CH:19]=[CH:20][CH:21]=5)[C:16]([OH:18])=[O:17])=[N:9]4)=[CH:4][CH:3]=3)[CH:37]=[N:36][CH:35]=2)(=[O:41])=[O:40])[CH:47]=[CH:46][CH:45]=[CH:44][CH:43]=1, predict the reactants needed to synthesize it. The reactants are: Br[C:2]1[CH:11]=[C:10]2[C:5]([N:6]=[CH:7][C:8]([NH:12][C:13]3[CH:14]=[C:15]([CH:19]=[C:20](OC)[CH:21]=3)[C:16]([OH:18])=[O:17])=[N:9]2)=[CH:4][CH:3]=1.CC1(C)C(C)(C)OB([C:32]2[CH:33]=[C:34]([NH:38][S:39]([C:42]3[CH:47]=[CH:46][CH:45]=[CH:44][CH:43]=3)(=[O:41])=[O:40])[CH:35]=[N:36][CH:37]=2)O1.C(=O)([O-])[O-].[K+].[K+]. (3) Given the product [Cl:39][C:40]1[CH:45]=[CH:44][C:43]([NH:46][CH:6]2[CH2:7][CH2:8][N:9]([S:12]([C:15]3[C:16]([CH3:22])=[N:17][N:18]([CH3:21])[C:19]=3[CH3:20])(=[O:13])=[O:14])[CH2:10][CH2:11]2)=[CH:42][CH:41]=1, predict the reactants needed to synthesize it. The reactants are: ClC1C=C(C=CC=1Cl)O[CH:6]1[CH2:11][CH2:10][N:9]([S:12]([C:15]2[C:16]([CH3:22])=[N:17][N:18]([CH3:21])[C:19]=2[CH3:20])(=[O:14])=[O:13])[CH2:8][CH2:7]1.CN1C(C)=C(S(Cl)(=O)=O)C(C)=N1.[Cl:39][C:40]1[CH:45]=[CH:44][C:43]([NH:46]C2CCNCC2)=[CH:42][CH:41]=1.